This data is from Forward reaction prediction with 1.9M reactions from USPTO patents (1976-2016). The task is: Predict the product of the given reaction. (1) Given the reactants [N+:1]([C:4]1[CH:5]=[C:6]([C:14]2[O:15][C:16]3[CH:22]=[CH:21][C:20](Br)=[CH:19][C:17]=3[N:18]=2)[C:7]([NH:10][CH2:11][CH2:12][CH3:13])=[CH:8][CH:9]=1)([O-:3])=[O:2].[CH3:24][C:25]1[CH:26]=[C:27](B(O)O)[CH:28]=[CH:29][C:30]=1[Cl:31], predict the reaction product. The product is: [N+:1]([C:4]1[CH:5]=[C:6]([C:14]2[O:15][C:16]3[CH:22]=[CH:21][C:20]([C:27]4[CH:28]=[CH:29][C:30]([Cl:31])=[C:25]([CH3:24])[CH:26]=4)=[CH:19][C:17]=3[N:18]=2)[C:7]([NH:10][CH2:11][CH2:12][CH3:13])=[CH:8][CH:9]=1)([O-:3])=[O:2]. (2) The product is: [NH:1]1[C:9]2[C:4](=[CH:5][C:6]([CH:10]([C:22]3[CH:23]=[CH:24][CH:25]=[CH:26][CH:27]=3)[CH:11]([C:16]3[CH:21]=[CH:20][CH:19]=[CH:18][CH:17]=3)[C:12]([OH:14])=[O:13])=[CH:7][CH:8]=2)[CH:3]=[N:2]1. Given the reactants [NH:1]1[C:9]2[C:4](=[CH:5][C:6]([CH:10]([C:22]3[CH:27]=[CH:26][CH:25]=[CH:24][CH:23]=3)[CH:11]([C:16]3[CH:21]=[CH:20][CH:19]=[CH:18][CH:17]=3)[C:12]([O:14]C)=[O:13])=[CH:7][CH:8]=2)[CH:3]=[N:2]1.Cl, predict the reaction product. (3) Given the reactants [Cl:1][S:2]([OH:5])(=O)=[O:3].[NH2:6][C:7]1[CH:12]=[CH:11][CH:10]=[CH:9][CH:8]=1, predict the reaction product. The product is: [C:7]1([NH:6][S:2]([Cl:1])(=[O:5])=[O:3])[CH:12]=[CH:11][CH:10]=[CH:9][CH:8]=1. (4) Given the reactants [Br:1][C:2]1[CH:7]=[CH:6][C:5]([OH:8])=[CH:4][C:3]=1[F:9].[C:10]([O-])([O-])=O.[K+].[K+].S(OC)(OC)(=O)=O, predict the reaction product. The product is: [Br:1][C:2]1[CH:7]=[CH:6][C:5]([O:8][CH3:10])=[CH:4][C:3]=1[F:9]. (5) Given the reactants [NH2:1][C:2]1[CH:3]=[C:4]([C:9]([F:12])([F:11])[F:10])[C:5]([Br:8])=[CH:6][CH:7]=1.[OH-].[Na+].[N+:15]([C:18]1[CH:26]=[CH:25][CH:24]=[CH:23][C:19]=1[C:20](Cl)=[O:21])([O-:17])=[O:16], predict the reaction product. The product is: [N+:15]([C:18]1[CH:26]=[CH:25][CH:24]=[CH:23][C:19]=1[C:20]([NH:1][C:2]1[CH:7]=[CH:6][C:5]([Br:8])=[C:4]([C:9]([F:12])([F:10])[F:11])[CH:3]=1)=[O:21])([O-:17])=[O:16]. (6) Given the reactants [N:1]1[CH:6]=[CH:5][CH:4]=[CH:3][CH:2]=1.[C:7](Cl)(=O)C(C)C.[C:13](=[O:23])([O:15]CC1CCCNC1)[NH2:14].[Li+].[OH-], predict the reaction product. The product is: [NH:1]1[CH2:6][CH2:5][CH2:4][CH:3]([O:15][C:13](=[O:23])[NH:14][CH3:7])[CH2:2]1. (7) The product is: [Cl:1][C:2]1[C:3]([N:13]2[CH2:18][CH2:17][N:16]([C:20]([NH:19][CH2:22][CH2:23][C:24]3[CH:29]=[CH:28][CH:27]=[CH:26][CH:25]=3)=[O:21])[CH2:15][CH2:14]2)=[N:4][CH:5]=[C:6]([CH:12]=1)[C:7]([O:9][CH2:10][CH3:11])=[O:8]. Given the reactants [Cl:1][C:2]1[C:3]([N:13]2[CH2:18][CH2:17][NH:16][CH2:15][CH2:14]2)=[N:4][CH:5]=[C:6]([CH:12]=1)[C:7]([O:9][CH2:10][CH3:11])=[O:8].[N:19]([CH2:22][CH2:23][C:24]1[CH:29]=[CH:28][CH:27]=[CH:26][CH:25]=1)=[C:20]=[O:21], predict the reaction product. (8) Given the reactants C([O-])=O.[NH4+].C([N:12]1[CH2:17][CH2:16][O:15][CH:14]([C:18]([O:20][CH3:21])=[O:19])[CH2:13]1)C1C=CC=CC=1.[C:30](O[C:30]([O:32][C:33]([CH3:36])([CH3:35])[CH3:34])=[O:31])([O:32][C:33]([CH3:36])([CH3:35])[CH3:34])=[O:31].C(N(CC)CC)C, predict the reaction product. The product is: [C:33]([O:32][C:30]([N:12]1[CH2:17][CH2:16][O:15][CH:14]([C:18]([O:20][CH3:21])=[O:19])[CH2:13]1)=[O:31])([CH3:34])([CH3:35])[CH3:36]. (9) Given the reactants [F:1][C:2]1[CH:3]=[C:4]([C:8]2O[C:10](/[CH:13]=[CH:14]/[C:15]3[CH:20]=[CH:19][C:18]([N:21]4[CH:25]=[C:24]([CH3:26])[N:23]=[CH:22]4)=[C:17]([O:27][CH3:28])[CH:16]=3)=[N:11][N:12]=2)[CH:5]=[CH:6][CH:7]=1.C([O-])(=O)C.[NH4+:33], predict the reaction product. The product is: [F:1][C:2]1[CH:3]=[C:4]([C:8]2[NH:33][C:10](/[CH:13]=[CH:14]/[C:15]3[CH:20]=[CH:19][C:18]([N:21]4[CH:25]=[C:24]([CH3:26])[N:23]=[CH:22]4)=[C:17]([O:27][CH3:28])[CH:16]=3)=[N:11][N:12]=2)[CH:5]=[CH:6][CH:7]=1.